Dataset: Catalyst prediction with 721,799 reactions and 888 catalyst types from USPTO. Task: Predict which catalyst facilitates the given reaction. (1) Reactant: [Cl:1][C:2]1[CH:7]=[CH:6][C:5]([N:8]([C@H:12]2[C:21]3[C:16](=[CH:17][CH:18]=[CH:19][CH:20]=3)[N:15]([C:22](=[O:30])[C:23]3[CH:28]=[CH:27][C:26]([OH:29])=[CH:25][CH:24]=3)[C@@H:14]([CH3:31])[CH2:13]2)[C:9](=[O:11])[CH3:10])=[CH:4][CH:3]=1.C([O-])([O-])=O.[K+].[K+].[CH2:38]([O:40][C:41]([C:43]1([CH2:47][CH2:48]Br)[CH2:46][CH2:45][CH2:44]1)=[O:42])[CH3:39]. Product: [CH2:38]([O:40][C:41]([C:43]1([CH2:47][CH2:48][O:29][C:26]2[CH:25]=[CH:24][C:23]([C:22]([N:15]3[C:16]4[C:21](=[CH:20][CH:19]=[CH:18][CH:17]=4)[CH:12]([N:8]([C:9](=[O:11])[CH3:10])[C:5]4[CH:4]=[CH:3][C:2]([Cl:1])=[CH:7][CH:6]=4)[CH2:13][CH:14]3[CH3:31])=[O:30])=[CH:28][CH:27]=2)[CH2:46][CH2:45][CH2:44]1)=[O:42])[CH3:39]. The catalyst class is: 3. (2) Reactant: [CH3:1][C:2]1[N:3]=[CH:4][N:5]([C:7]2[CH:12]=[CH:11][C:10]([C:13]3[C:14](=[O:22])[NH:15][C:16]4([CH2:21][CH2:20][CH2:19][CH2:18]4)[N:17]=3)=[CH:9][CH:8]=2)[CH:6]=1.CC1N(C2C=CC(C3C(=[O:44])NC4(CCCC4)N=3)=CC=2)C=NC=1.[H-].[Na+].Br[CH2:48][C:49]([NH:51][C:52]1[CH:57]=[C:56]([F:58])[CH:55]=[C:54]([F:59])[CH:53]=1)=[O:50]. Product: [CH:14]([OH:22])=[O:44].[F:58][C:56]1[CH:57]=[C:52]([NH:51][C:49](=[O:50])[CH2:48][N:15]2[C:16]3([CH2:21][CH2:20][CH2:19][CH2:18]3)[N:17]=[C:13]([C:10]3[CH:11]=[CH:12][C:7]([N:5]4[CH:6]=[C:2]([CH3:1])[N:3]=[CH:4]4)=[CH:8][CH:9]=3)[C:14]2=[O:22])[CH:53]=[C:54]([F:59])[CH:55]=1. The catalyst class is: 121. (3) Reactant: C([O-])([O-])=O.[K+].[K+].[CH:7](Br)([CH3:9])[CH3:8].[OH:11][C:12]1[C:19]([O:20][CH3:21])=[CH:18][CH:17]=[CH:16][C:13]=1[CH:14]=[O:15].[NH4+].[Cl-]. Product: [CH:7]([O:11][C:12]1[C:19]([O:20][CH3:21])=[CH:18][CH:17]=[CH:16][C:13]=1[CH:14]=[O:15])([CH3:9])[CH3:8]. The catalyst class is: 35. (4) Reactant: C1C=CC(P(C2C(C3C(P(C4C=CC=CC=4)C4C=CC=CC=4)=CC=C4C=3C=CC=C4)=C3C(C=CC=C3)=CC=2)C2C=CC=CC=2)=CC=1.CC(C)([O-])C.[Na+].[Cl:53][C:54]1[CH:63]=[C:62]2[C:57]([C:58]([NH:64][C@H:65]3[CH2:70][CH2:69][C@@H:68]([NH:71]C4C5C(=CC(Cl)=CC=5)N=CC=4)[CH2:67][CH2:66]3)=[CH:59][CH:60]=[N:61]2)=[CH:56][CH:55]=1.[Br:83][C:84]1[C:85](Br)=[C:86]([CH3:90])[CH:87]=[CH:88][CH:89]=1. Product: [Br:83][C:84]1[CH:89]=[C:88]([NH:71][CH:68]2[CH2:67][CH2:66][CH:65]([NH:64][C:58]3[C:57]4[C:62](=[CH:63][C:54]([Cl:53])=[CH:55][CH:56]=4)[N:61]=[CH:60][CH:59]=3)[CH2:70][CH2:69]2)[CH:87]=[C:86]([CH3:90])[CH:85]=1. The catalyst class is: 101. (5) Reactant: [OH-].[Na+].[Cl:3][C:4]1[C:32]([O:33]C(OC)=O)=[CH:31][C:7]([NH:8][C:9]2[C:18]3[C:13](=[CH:14][C:15]([O:21][CH2:22][CH2:23][CH2:24][C:25]4[CH:30]=[CH:29][N:28]=[CH:27][CH:26]=4)=[C:16]([O:19][CH3:20])[CH:17]=3)[N:12]=[CH:11][N:10]=2)=[C:6]([F:38])[CH:5]=1.O.Cl. Product: [ClH:3].[Cl:3][C:4]1[C:32]([OH:33])=[CH:31][C:7]([NH:8][C:9]2[C:18]3[C:13](=[CH:14][C:15]([O:21][CH2:22][CH2:23][CH2:24][C:25]4[CH:30]=[CH:29][N:28]=[CH:27][CH:26]=4)=[C:16]([O:19][CH3:20])[CH:17]=3)[N:12]=[CH:11][N:10]=2)=[C:6]([F:38])[CH:5]=1. The catalyst class is: 5.